This data is from Forward reaction prediction with 1.9M reactions from USPTO patents (1976-2016). The task is: Predict the product of the given reaction. (1) The product is: [CH3:9][O:10][C:11](=[O:40])/[C:12](/[NH:13][C:14](=[O:33])[C:15]1[CH:20]=[CH:19][C:18]([C:21](=[O:31])[CH2:22][CH2:23][C:24]2[CH:29]=[CH:28][CH:27]=[C:26]([OH:30])[CH:25]=2)=[CH:17][C:16]=1[Cl:32])=[CH:51]/[C:43]1[CH:42]=[N:41][C:50]2[C:45]([CH:44]=1)=[CH:46][CH:47]=[CH:48][CH:49]=2. Given the reactants CN(C)C(N(C)C)=N.[CH3:9][O:10][C:11](=[O:40])[CH:12](P(OC)(OC)=O)[NH:13][C:14](=[O:33])[C:15]1[CH:20]=[CH:19][C:18]([C:21](=[O:31])[CH2:22][CH2:23][C:24]2[CH:29]=[CH:28][CH:27]=[C:26]([OH:30])[CH:25]=2)=[CH:17][C:16]=1[Cl:32].[N:41]1[C:50]2[C:45](=[CH:46][CH:47]=[CH:48][CH:49]=2)[CH:44]=[C:43]([CH:51]=O)[CH:42]=1, predict the reaction product. (2) Given the reactants C=O.[C:3](O[BH-](OC(=O)C)OC(=O)C)(=O)C.[Na+].[Cl:17][C:18]1[C:23]([N:24]2[CH2:29][CH2:28][NH:27][CH2:26][CH2:25]2)=[C:22]([S:30]([CH2:33][CH3:34])(=[O:32])=[O:31])[CH:21]=[CH:20][C:19]=1[NH:35][C:36](=[O:44])[C@:37]([OH:43])([CH3:42])[C:38]([F:41])([F:40])[F:39].[OH-].[Na+], predict the reaction product. The product is: [Cl:17][C:18]1[C:23]([N:24]2[CH2:29][CH2:28][N:27]([CH3:3])[CH2:26][CH2:25]2)=[C:22]([S:30]([CH2:33][CH3:34])(=[O:31])=[O:32])[CH:21]=[CH:20][C:19]=1[NH:35][C:36](=[O:44])[C@:37]([OH:43])([CH3:42])[C:38]([F:41])([F:40])[F:39].